The task is: Predict the reactants needed to synthesize the given product.. This data is from Full USPTO retrosynthesis dataset with 1.9M reactions from patents (1976-2016). (1) Given the product [C:2]([NH:3][CH2:8][CH2:7][C:6]([N:5]([CH3:4])[C:12]1[S:13][C:14]([C:17]2[CH:18]=[N:19][CH:20]=[CH:21][CH:22]=2)=[N:15][N:16]=1)=[O:11])#[N:1], predict the reactants needed to synthesize it. The reactants are: [N:1]#[C:2][NH2:3].[CH3:4][N:5]([C:12]1[S:13][C:14]([C:17]2[CH:18]=[N:19][CH:20]=[CH:21][CH:22]=2)=[N:15][N:16]=1)[C:6](=[O:11])[CH2:7][CH2:8]SC.C(O)(=O)C.C(O)(=O)C.IC1C=CC=CC=1. (2) Given the product [CH:1]1[C:10]2[C:5](=[CH:6][CH:7]=[CH:8][CH:9]=2)[CH:4]=[CH:3][C:2]=1[C:11]1[CH:16]=[CH:15][CH:14]=[CH:13][C:12]=1[CH2:17][Br:18], predict the reactants needed to synthesize it. The reactants are: [CH:1]1[C:10]2[C:5](=[CH:6][CH:7]=[CH:8][CH:9]=2)[CH:4]=[CH:3][C:2]=1[C:11]1[CH:16]=[CH:15][CH:14]=[CH:13][C:12]=1[CH3:17].[Br:18]N1C(=O)CCC1=O. (3) The reactants are: [NH2:1][C:2]1[C:3]2[N:4]([C:8]([C@@H:26]3[CH2:30][CH2:29][CH2:28][NH:27]3)=[N:9][C:10]=2[C:11]2[CH:25]=[CH:24][C:14]([C:15]([NH:17][C:18]3[CH:23]=[CH:22][CH:21]=[CH:20][N:19]=3)=[O:16])=[CH:13][CH:12]=2)[CH:5]=[CH:6][N:7]=1.[CH3:31][O:32][CH2:33]/[CH:34]=[CH:35]/[C:36](O)=[O:37]. Given the product [NH2:1][C:2]1[C:3]2[N:4]([C:8]([C@@H:26]3[CH2:30][CH2:29][CH2:28][N:27]3[C:36](=[O:37])/[CH:35]=[CH:34]/[CH2:33][O:32][CH3:31])=[N:9][C:10]=2[C:11]2[CH:25]=[CH:24][C:14]([C:15]([NH:17][C:18]3[CH:23]=[CH:22][CH:21]=[CH:20][N:19]=3)=[O:16])=[CH:13][CH:12]=2)[CH:5]=[CH:6][N:7]=1, predict the reactants needed to synthesize it. (4) The reactants are: ClP(C(C)(C)C)C(C)(C)C.Br[C:12]1[C:17]2=[CH:18][CH:19]=[C:20]3[C:29]([CH:28]=[C:27]4[C:22]([CH:23]=[CH:24][CH:25]=[CH:26]4)=[CH:21]3)=[C:16]2[CH:15]=[CH:14][CH:13]=1.[C:30]1([NH:36][C:37]2[CH:42]=[CH:41][CH:40]=[CH:39][CH:38]=2)[CH:35]=[CH:34][CH:33]=[CH:32][CH:31]=1.CC(C)([O-])C.[Na+]. Given the product [C:37]1([N:36]([C:30]2[CH:31]=[CH:32][CH:33]=[CH:34][CH:35]=2)[C:12]2[C:17]3=[CH:18][CH:19]=[C:20]4[C:29]([CH:28]=[C:27]5[C:22]([CH:23]=[CH:24][CH:25]=[CH:26]5)=[CH:21]4)=[C:16]3[CH:15]=[CH:14][CH:13]=2)[CH:38]=[CH:39][CH:40]=[CH:41][CH:42]=1, predict the reactants needed to synthesize it. (5) Given the product [NH2:18][C:15]1[CH:16]=[CH:17][C:12]([C:11]([NH:33][CH:30]2[CH2:31][CH2:32][N:27]([CH2:26][CH2:25][F:24])[CH2:28][CH2:29]2)=[O:21])=[CH:13][C:14]=1[O:19][CH3:20], predict the reactants needed to synthesize it. The reactants are: N1(O[C:11](=[O:21])[C:12]2[CH:17]=[CH:16][C:15]([NH2:18])=[C:14]([O:19][CH3:20])[CH:13]=2)C2C=CC=CC=2N=N1.Cl.Cl.[F:24][CH2:25][CH2:26][N:27]1[CH2:32][CH2:31][CH:30]([NH2:33])[CH2:29][CH2:28]1.CN(C)C=O.C(=O)([O-])[O-].[Na+].[Na+]. (6) Given the product [CH3:14][O:15][C:16]1[CH:21]=[CH:20][C:19]([S:22]([N:7]2[C:8]3[CH:9]=[CH:10][CH:11]=[C:3]([C:1]#[N:2])[C:4]=3[CH:5]=[CH:6]2)(=[O:23])=[O:24])=[CH:18][C:17]=1[N:26]1[CH2:31][CH2:30][N:29]([C:32](=[O:37])[C:33]([Cl:36])([Cl:35])[Cl:34])[CH2:28][CH2:27]1, predict the reactants needed to synthesize it. The reactants are: [C:1]([C:3]1[CH:11]=[CH:10][CH:9]=[C:8]2[C:4]=1[CH:5]=[CH:6][NH:7]2)#[N:2].[H-].[Na+].[CH3:14][O:15][C:16]1[CH:21]=[CH:20][C:19]([S:22](Cl)(=[O:24])=[O:23])=[CH:18][C:17]=1[N:26]1[CH2:31][CH2:30][N:29]([C:32](=[O:37])[C:33]([Cl:36])([Cl:35])[Cl:34])[CH2:28][CH2:27]1. (7) Given the product [N:33]1([C:39]([O:41][C:42]2[CH:47]=[C:46]([CH:48]([CH3:49])[CH3:50])[CH:45]=[C:44]([CH2:51][NH:1][CH2:2][C@@H:3]([OH:32])[C@@H:4]([NH:12][C:13](=[O:31])[C:14]3[CH:30]=[CH:29][CH:28]=[C:16]([C:17](=[O:18])[N:19]([CH3:27])[CH2:20][C:21]4[S:22][CH:23]=[C:24]([CH3:26])[N:25]=4)[CH:15]=3)[CH2:5][C:6]3[CH:11]=[CH:10][CH:9]=[CH:8][CH:7]=3)[CH:43]=2)=[O:40])[CH2:34][CH2:35][O:36][CH2:37][CH2:38]1, predict the reactants needed to synthesize it. The reactants are: [NH2:1][CH2:2][C@@H:3]([OH:32])[C@@H:4]([NH:12][C:13](=[O:31])[C:14]1[CH:30]=[CH:29][CH:28]=[C:16]([C:17]([N:19]([CH3:27])[CH2:20][C:21]2[S:22][CH:23]=[C:24]([CH3:26])[N:25]=2)=[O:18])[CH:15]=1)[CH2:5][C:6]1[CH:11]=[CH:10][CH:9]=[CH:8][CH:7]=1.[N:33]1([C:39]([O:41][C:42]2[CH:47]=[C:46]([CH:48]([CH3:50])[CH3:49])[CH:45]=[C:44]([CH:51]=O)[CH:43]=2)=[O:40])[CH2:38][CH2:37][O:36][CH2:35][CH2:34]1.[BH3-]C#N.[Na+].C([O-])(O)=O.[Na+].